Dataset: Retrosynthesis with 50K atom-mapped reactions and 10 reaction types from USPTO. Task: Predict the reactants needed to synthesize the given product. (1) Given the product CC(C)(C)OC(=O)N[C@@H]1CCN(c2cccc3ccc(O)cc23)C1, predict the reactants needed to synthesize it. The reactants are: CC(C)(C)OC(=O)N[C@@H]1CCN(c2cccc3ccc(O[Si](C)(C)C(C)(C)C)cc23)C1. (2) Given the product CC(C)(C)OC(=O)N[C@@H](C[C@H](CNC(=O)OCc1ccccc1)OS(C)(=O)=O)C(=O)OC(C)(C)C, predict the reactants needed to synthesize it. The reactants are: CC(C)(C)OC(=O)N[C@@H](C[C@@H](O)CNC(=O)OCc1ccccc1)C(=O)OC(C)(C)C.CS(=O)(=O)Cl. (3) Given the product CNCCn1ccc2c(N3CCOCC3)nc(-c3ccc(NC(=O)Nc4ccncc4)cc3)nc21, predict the reactants needed to synthesize it. The reactants are: CN.O=CCn1ccc2c(N3CCOCC3)nc(-c3ccc(NC(=O)Nc4ccncc4)cc3)nc21. (4) Given the product O=C(NCC(F)(F)F)C1(CCCCN2CCN(c3ccccn3)CC2)c2ccccc2-c2ccccc21, predict the reactants needed to synthesize it. The reactants are: O=C(NCC(F)(F)F)C1(CCCCBr)c2ccccc2-c2ccccc21.c1ccc(N2CCNCC2)nc1. (5) Given the product CCOC(=O)C1(c2ccc(-c3ccc(-c4onc(C)c4NC(=O)OC(C)C4CC4)cc3)cc2)CC1, predict the reactants needed to synthesize it. The reactants are: CCOC(=O)C1(c2ccc(B3OC(C)(C)C(C)(C)O3)cc2)CC1.Cc1noc(-c2ccc(Br)cc2)c1NC(=O)OC(C)C1CC1. (6) Given the product C#CCNC(=O)c1c(C)nn2c(=O)cc(-c3ccc4c(cnn4CC)c3)[nH]c12, predict the reactants needed to synthesize it. The reactants are: C#CCN.CCn1ncc2cc(-c3cc(=O)n4nc(C)c(C(=O)O)c4[nH]3)ccc21. (7) Given the product CCOC(=O)C=C1CC2CCC(C1)N2Cc1ccccc1, predict the reactants needed to synthesize it. The reactants are: CCOC(=O)CP(=O)(OCC)OCC.O=C1CC2CCC(C1)N2Cc1ccccc1. (8) Given the product C[C@H]1CN(Cc2ccc([N+](=O)[O-])cc2)C[C@@H](C)N1, predict the reactants needed to synthesize it. The reactants are: C[C@H]1CNC[C@@H](C)N1.O=Cc1ccc([N+](=O)[O-])cc1.